Dataset: Catalyst prediction with 721,799 reactions and 888 catalyst types from USPTO. Task: Predict which catalyst facilitates the given reaction. (1) Reactant: [CH3:1][O:2][C:3](=[O:15])[C:4]1[CH:9]=[CH:8][C:7]([NH2:10])=[C:6]([CH2:11][CH2:12][CH2:13][CH3:14])[CH:5]=1.[Cl:16]N1C(=O)CCC1=O. Product: [CH3:1][O:2][C:3](=[O:15])[C:4]1[CH:9]=[C:8]([Cl:16])[C:7]([NH2:10])=[C:6]([CH2:11][CH2:12][CH2:13][CH3:14])[CH:5]=1. The catalyst class is: 10. (2) Product: [N:15]1[C:16]2[C:21](=[CH:20][CH:19]=[CH:18][CH:17]=2)[N:22]=[CH:23][C:14]=1[N:9]1[CH2:10][CH2:11][C:6]2([NH:1][C:2](=[O:12])[CH2:3][CH2:4][CH2:5]2)[CH2:7][CH2:8]1. The catalyst class is: 3. Reactant: [NH:1]1[C:6]2([CH2:11][CH2:10][NH:9][CH2:8][CH2:7]2)[CH2:5][CH2:4][CH2:3][C:2]1=[O:12].Cl[C:14]1[CH:23]=[N:22][C:21]2[C:16](=[CH:17][CH:18]=[CH:19][CH:20]=2)[N:15]=1.C([O-])([O-])=O.[K+].[K+]. (3) Reactant: [Li+].C[Si]([N-][Si](C)(C)C)(C)C.C(OP([CH2:19][C:20]([O:22][CH2:23][CH3:24])=[O:21])(OCC)=O)C.[Cl:25][C:26]1[CH:43]=[CH:42][C:29]2[N:30]([C:35]([O:37][C:38]([CH3:41])([CH3:40])[CH3:39])=[O:36])[CH:31](O)[CH2:32][O:33][C:28]=2[CH:27]=1.O. Product: [Cl:25][C:26]1[CH:43]=[CH:42][C:29]2[N:30]([C:35]([O:37][C:38]([CH3:39])([CH3:40])[CH3:41])=[O:36])[CH:31]([CH2:19][C:20]([O:22][CH2:23][CH3:24])=[O:21])[CH2:32][O:33][C:28]=2[CH:27]=1. The catalyst class is: 1. (4) Reactant: [NH:1]1[CH:5]=[C:4]([NH2:6])[CH:3]=[N:2]1.[Br:7][C:8]1[CH:9]=[CH:10][C:11]([O:17][CH2:18][C:19]2[CH:24]=[CH:23][CH:22]=[CH:21][CH:20]=2)=[C:12]([CH:16]=1)[C:13](O)=[O:14].C(Cl)CCl.C1C=CC2N(O)N=NC=2C=1. Product: [Br:7][C:8]1[CH:9]=[CH:10][C:11]([O:17][CH2:18][C:19]2[CH:20]=[CH:21][CH:22]=[CH:23][CH:24]=2)=[C:12]([CH:16]=1)[C:13]([NH:6][C:4]1[CH:5]=[N:1][NH:2][CH:3]=1)=[O:14]. The catalyst class is: 35. (5) Reactant: [H-].[Na+].[OH:3][C:4]1([C:16]2[N:17]=[CH:18][N:19]([C:21]([C:34]3[CH:39]=[CH:38][CH:37]=[CH:36][CH:35]=3)([C:28]3[CH:33]=[CH:32][CH:31]=[CH:30][CH:29]=3)[C:22]3[CH:27]=[CH:26][CH:25]=[CH:24][CH:23]=3)[CH:20]=2)[CH2:13][CH2:12][CH2:11][C:10]2[CH:9]=[C:8]([C:14]#[N:15])[CH:7]=[CH:6][C:5]1=2.Br[CH2:41][C:42]([O:44][CH2:45][CH3:46])=[O:43].C(=O)(O)[O-].[Na+]. Product: [C:14]([C:8]1[CH:9]=[C:10]2[C:5](=[CH:6][CH:7]=1)[C:4]([C:16]1[N:17]=[CH:18][N:19]([C:21]([C:28]3[CH:29]=[CH:30][CH:31]=[CH:32][CH:33]=3)([C:34]3[CH:35]=[CH:36][CH:37]=[CH:38][CH:39]=3)[C:22]3[CH:27]=[CH:26][CH:25]=[CH:24][CH:23]=3)[CH:20]=1)([O:3][CH2:41][C:42]([O:44][CH2:45][CH3:46])=[O:43])[CH2:13][CH2:12][CH2:11]2)#[N:15]. The catalyst class is: 7.